This data is from Forward reaction prediction with 1.9M reactions from USPTO patents (1976-2016). The task is: Predict the product of the given reaction. The product is: [Cl:8][C:5]1[CH:6]=[CH:7][C:2]([C@@:28]2([OH:49])[C@H:27]([O:26][Si:25]([CH3:51])([CH3:50])[CH3:24])[C@@H:32]([O:33][Si:34]([CH3:35])([CH3:36])[CH3:37])[C@H:31]([O:38][Si:39]([CH3:42])([CH3:41])[CH3:40])[C@@H:30]([CH2:43][O:44][Si:45]([CH3:48])([CH3:47])[CH3:46])[O:29]2)=[CH:3][C:4]=1[CH2:9][C:10]1[CH:15]=[CH:14][C:13]([O:16][CH2:17][CH3:18])=[CH:12][CH:11]=1. Given the reactants Br[C:2]1[CH:7]=[CH:6][C:5]([Cl:8])=[C:4]([CH2:9][C:10]2[CH:15]=[CH:14][C:13]([O:16][CH2:17][CH3:18])=[CH:12][CH:11]=2)[CH:3]=1.C([Li])CCC.[CH3:24][Si:25]([CH3:51])([CH3:50])[O:26][C@@H:27]1[C@@H:32]([O:33][Si:34]([CH3:37])([CH3:36])[CH3:35])[C@H:31]([O:38][Si:39]([CH3:42])([CH3:41])[CH3:40])[C@@H:30]([CH2:43][O:44][Si:45]([CH3:48])([CH3:47])[CH3:46])[O:29][C:28]1=[O:49], predict the reaction product.